This data is from Cav3 T-type calcium channel HTS with 100,875 compounds. The task is: Binary Classification. Given a drug SMILES string, predict its activity (active/inactive) in a high-throughput screening assay against a specified biological target. (1) The compound is OCCNc1nc(Nc2ccccc2)nc(Nc2ccccc2)n1. The result is 0 (inactive). (2) The molecule is O=C(NC1CCCCC1)C(N(CCOC)C(=O)CCCC(=O)Nc1ncccc1)c1ccc(cc1)C. The result is 0 (inactive). (3) The drug is o1c2c([nH]c(nc2=O)CC)c2c1cccc2. The result is 0 (inactive). (4) The molecule is S(CC(=O)N1C(Cc2c1cccc2)C)c1nnc(c2cc(OC)c(OC)cc2)cc1. The result is 0 (inactive). (5) The compound is OC(CN1CCN(CC1)c1c(OC)cccc1)COc1c2c(ccc1)cccc2. The result is 1 (active). (6) The drug is Clc1ccc(NC(=O)N(CCCN2CCOCC2)Cc2cc3c([nH]c2=O)ccc(c3)CC)cc1. The result is 0 (inactive). (7) The molecule is O(c1cc(c2nc(OC)nc(c2)c2ccccc2)ccc1OC)C. The result is 0 (inactive). (8) The molecule is O(c1c2c(nc(c1)c1cc(OC)ccc1)ccc(NC(=O)C)c2)Cc1ccc(OC)cc1. The result is 0 (inactive).